This data is from Catalyst prediction with 721,799 reactions and 888 catalyst types from USPTO. The task is: Predict which catalyst facilitates the given reaction. (1) Reactant: C([S:8][C:9]1[CH:10]=[C:11]2[C:16](=[CH:17][CH:18]=1)[C:15]([C:19]1[CH:24]=[C:23]([F:25])[C:22]([Br:26])=[CH:21][C:20]=1[O:27][CH3:28])=[N:14][N:13]=[CH:12]2)C1C=CC=CC=1.ClN1C(C)(C)C(=[O:37])N(Cl)C1=O.[F:40][C:41]1[C:46]([F:47])=[C:45]([F:48])[C:44]([F:49])=[C:43]([F:50])[C:42]=1[OH:51].C(N(CC)CC)C.[OH2:59]. Product: [Br:26][C:22]1[C:23]([F:25])=[CH:24][C:19]([C:15]2[C:16]3[C:11](=[CH:10][C:9]([S:8]([O:51][C:42]4[C:41]([F:40])=[C:46]([F:47])[C:45]([F:48])=[C:44]([F:49])[C:43]=4[F:50])(=[O:37])=[O:59])=[CH:18][CH:17]=3)[CH:12]=[N:13][N:14]=2)=[C:20]([O:27][CH3:28])[CH:21]=1. The catalyst class is: 699. (2) Reactant: CCOC(/N=N/C(OCC)=O)=O.[CH3:13][O:14][C:15]1[CH:72]=[CH:71][C:18]([C:19]([NH:32][C:33]2[N:41]=[CH:40][N:39]=[C:38]3[C:34]=2[N:35]=[CH:36][N:37]3[C@H:42]2[O:47][C@@H:46]([CH2:48][O:49][C:50]([C:65]3[CH:70]=[CH:69][CH:68]=[CH:67][CH:66]=3)([C:59]3[CH:64]=[CH:63][CH:62]=[CH:61][CH:60]=3)[C:51]3[CH:56]=[CH:55][C:54]([O:57][CH3:58])=[CH:53][CH:52]=3)[C@@H:44]([OH:45])[CH2:43]2)([C:26]2[CH:31]=[CH:30][CH:29]=[CH:28][CH:27]=2)[C:20]2[CH:25]=[CH:24][CH:23]=[CH:22][CH:21]=2)=[CH:17][CH:16]=1.C1(P(C2C=CC=CC=2)C2C=CC=CC=2)C=CC=CC=1.[C:92](O)(=[O:99])[C:93]1[CH:98]=[CH:97][CH:96]=[CH:95][CH:94]=1. Product: [CH3:13][O:14][C:15]1[CH:16]=[CH:17][C:18]([C:19]([NH:32][C:33]2[N:41]=[CH:40][N:39]=[C:38]3[C:34]=2[N:35]=[CH:36][N:37]3[C@H:42]2[O:47][C@@H:46]([CH2:48][O:49][C:50]([C:65]3[CH:66]=[CH:67][CH:68]=[CH:69][CH:70]=3)([C:59]3[CH:60]=[CH:61][CH:62]=[CH:63][CH:64]=3)[C:51]3[CH:52]=[CH:53][C:54]([O:57][CH3:58])=[CH:55][CH:56]=3)[C@H:44]([O:45][C:92](=[O:99])[C:93]3[CH:98]=[CH:97][CH:96]=[CH:95][CH:94]=3)[CH2:43]2)([C:20]2[CH:21]=[CH:22][CH:23]=[CH:24][CH:25]=2)[C:26]2[CH:27]=[CH:28][CH:29]=[CH:30][CH:31]=2)=[CH:71][CH:72]=1. The catalyst class is: 83.